The task is: Predict the product of the given reaction.. This data is from Forward reaction prediction with 1.9M reactions from USPTO patents (1976-2016). (1) The product is: [C:18]1([NH:24][C:2]2[C:15]3[C:16]4=[C:17]5[C:12](=[CH:13][CH:14]=3)[CH:11]=[CH:10][CH:9]=[C:8]5[CH:7]=[CH:6][C:5]4=[CH:4][CH:3]=2)[CH:23]=[CH:22][CH:21]=[CH:20][CH:19]=1. Given the reactants Br[C:2]1[C:15]2[C:16]3=[C:17]4[C:12](=[CH:13][CH:14]=2)[CH:11]=[CH:10][CH:9]=[C:8]4[CH:7]=[CH:6][C:5]3=[CH:4][CH:3]=1.[C:18]1([NH2:24])[CH:23]=[CH:22][CH:21]=[CH:20][CH:19]=1.P(C(C)(C)C)(C(C)(C)C)C(C)(C)C.CC(C)([O-])C.[Na+], predict the reaction product. (2) Given the reactants Cl[C:2]1[N:7]=[C:6]([N:8]2[CH2:11][CH:10]([O:12][C:13]3[CH:18]=[CH:17][C:16]([F:19])=[CH:15][CH:14]=3)[CH2:9]2)[CH:5]=[CH:4][N:3]=1.[NH2:20][C:21]1[CH:22]=[C:23]([CH:28]=[CH:29][CH:30]=1)[C:24]([NH:26][CH3:27])=[O:25].FC(F)(F)C(O)=O, predict the reaction product. The product is: [F:19][C:16]1[CH:17]=[CH:18][C:13]([O:12][CH:10]2[CH2:11][N:8]([C:6]3[CH:5]=[CH:4][N:3]=[C:2]([NH:20][C:21]4[CH:22]=[C:23]([CH:28]=[CH:29][CH:30]=4)[C:24]([NH:26][CH3:27])=[O:25])[N:7]=3)[CH2:9]2)=[CH:14][CH:15]=1.